This data is from TCR-epitope binding with 47,182 pairs between 192 epitopes and 23,139 TCRs. The task is: Binary Classification. Given a T-cell receptor sequence (or CDR3 region) and an epitope sequence, predict whether binding occurs between them. (1) The epitope is CINGVCWTV. The TCR CDR3 sequence is CASSFGLTSSYNEQFF. Result: 0 (the TCR does not bind to the epitope). (2) The epitope is AIMTRCLAV. The TCR CDR3 sequence is CASSLGSRGDGYTF. Result: 1 (the TCR binds to the epitope). (3) The epitope is EILDITPCSF. The TCR CDR3 sequence is CASSPTRGAKNIQYF. Result: 1 (the TCR binds to the epitope). (4) The epitope is SEETGTLIV. The TCR CDR3 sequence is CASSQGGIGWPPYF. Result: 0 (the TCR does not bind to the epitope). (5) The epitope is FADDLNQLTGY. The TCR CDR3 sequence is CASSLGRETQYF. Result: 0 (the TCR does not bind to the epitope). (6) The epitope is LLALHRSYL. The TCR CDR3 sequence is CASSFGVEDEQYF. Result: 0 (the TCR does not bind to the epitope). (7) The epitope is RIFTIGTVTLK. The TCR CDR3 sequence is CSVELADYNEQFF. Result: 1 (the TCR binds to the epitope).